This data is from Retrosynthesis with 50K atom-mapped reactions and 10 reaction types from USPTO. The task is: Predict the reactants needed to synthesize the given product. (1) Given the product CCCC[C@]1(CC)CSc2cc(OC)ccc2[C@@H](c2ccccc2)N1, predict the reactants needed to synthesize it. The reactants are: CCCC[C@]1(CC)CSc2cc(OC)ccc2C(c2ccccc2)=N1. (2) Given the product O=C(Nc1cccc(-c2ccnc3c(C(=O)c4cccs4)cnn23)c1)c1ccccc1, predict the reactants needed to synthesize it. The reactants are: Nc1cccc(-c2ccnc3c(C(=O)c4cccs4)cnn23)c1.O=C(Cl)c1ccccc1. (3) Given the product CC(C)Cc1ccc(-c2ccnc(Cl)n2)cc1, predict the reactants needed to synthesize it. The reactants are: CC(C)Cc1ccc(B(O)O)cc1.Clc1ccnc(Cl)n1. (4) Given the product Cc1nc(OCCCCO[Si](C)(C)C(C)(C)C)c([N+](=O)[O-])c(N2CCc3ccccc3CC2)n1, predict the reactants needed to synthesize it. The reactants are: CC(C)(C)[Si](C)(C)OCCCCCl.Cc1nc(O)c([N+](=O)[O-])c(N2CCc3ccccc3CC2)n1. (5) The reactants are: COc1ccc(C(=O)C(=O)c2ccnc(Cl)c2)cc1.N#Cc1cccc(B(O)O)c1. Given the product COc1ccc(C(=O)C(=O)c2ccnc(-c3cccc(C#N)c3)c2)cc1, predict the reactants needed to synthesize it. (6) Given the product Cc1c(NC2CC3CCC(C2)N3)ccc2[nH]ncc12, predict the reactants needed to synthesize it. The reactants are: Cc1c(NC2CC3CCC(C2)N3Cc2ccccc2)ccc2[nH]ncc12. (7) Given the product Cc1nc(-n2cc(CCCc3ccccc3)nn2)sc1C(=O)O, predict the reactants needed to synthesize it. The reactants are: CCOC(=O)c1sc(-n2cc(CCCc3ccccc3)nn2)nc1C. (8) Given the product Nc1nccc(-c2sc(C3CCC3)nc2-c2cccc(NS(=O)(=O)c3c(F)cccc3F)c2Cl)n1, predict the reactants needed to synthesize it. The reactants are: N.O=S(=O)(Nc1cccc(-c2nc(C3CCC3)sc2-c2ccnc(Cl)n2)c1Cl)c1c(F)cccc1F. (9) Given the product CN(C(=O)Nc1cccnc1)c1ccc2c(ccn2C)c1, predict the reactants needed to synthesize it. The reactants are: CNc1ccc2c(ccn2C)c1.O=C=Nc1cccnc1. (10) Given the product CC(C)N(CCc1ccc(C(=O)N2CCN(C(=O)OC(C)(C)C)CC2)cc1)C(C)C, predict the reactants needed to synthesize it. The reactants are: CC(C)(C)OC(=O)N1CCNCC1.CC(C)N(CCc1ccc(C(=O)O)cc1)C(C)C.